The task is: Predict the product of the given reaction.. This data is from Forward reaction prediction with 1.9M reactions from USPTO patents (1976-2016). (1) The product is: [C:39]([C:36]1[CH:37]=[C:38]2[C:33](=[CH:34][CH:35]=1)[NH:32][CH:31]=[C:30]2[CH2:29][CH2:28][CH2:27][CH2:26][N:10]1[CH2:9][CH2:8][N:7]([C:13]2[CH:14]=[CH:15][C:16]3[O:20][C:19]([C:21]([NH2:23])=[O:22])=[CH:18][C:17]=3[CH:24]=2)[CH2:12][CH2:11]1)#[N:40]. Given the reactants C(=O)([O-])[O-].[K+].[K+].[N:7]1([C:13]2[CH:14]=[CH:15][C:16]3[O:20][C:19]([C:21]([NH2:23])=[O:22])=[CH:18][C:17]=3[CH:24]=2)[CH2:12][CH2:11][NH:10][CH2:9][CH2:8]1.Cl[CH2:26][CH2:27][CH2:28][CH2:29][C:30]1[C:38]2[C:33](=[CH:34][CH:35]=[C:36]([C:39]#[N:40])[CH:37]=2)[NH:32][CH:31]=1.Cl, predict the reaction product. (2) Given the reactants [F:1][CH:2]([F:28])[C:3]1[N:8]2[N:9]=[CH:10][C:11]([C:12](O)=[O:13])=[C:7]2[N:6]=[C:5]([C:15]2[CH:20]=[CH:19][C:18]([C:21]([F:24])([F:23])[F:22])=[C:17]([O:25][CH2:26][CH3:27])[CH:16]=2)[CH:4]=1.[S:29]([C:33]1[CH:34]=[C:35]([NH2:39])[CH:36]=[CH:37][CH:38]=1)(=[O:32])(=[O:31])[NH2:30], predict the reaction product. The product is: [S:29]([C:33]1[CH:34]=[C:35]([NH:39][C:12]([C:11]2[CH:10]=[N:9][N:8]3[C:3]([CH:2]([F:28])[F:1])=[CH:4][C:5]([C:15]4[CH:20]=[CH:19][C:18]([C:21]([F:23])([F:24])[F:22])=[C:17]([O:25][CH2:26][CH3:27])[CH:16]=4)=[N:6][C:7]=23)=[O:13])[CH:36]=[CH:37][CH:38]=1)(=[O:31])(=[O:32])[NH2:30]. (3) Given the reactants C[O:2][C:3]1[CH:4]=[CH:5][CH:6]=[C:7]2[C:12]=1[N:11]=[C:10]([C:13]([F:16])([F:15])[F:14])[CH:9]=[CH:8]2.O.[OH-].[Na+], predict the reaction product. The product is: [F:16][C:13]([F:14])([F:15])[C:10]1[CH:9]=[CH:8][C:7]2[C:12](=[C:3]([OH:2])[CH:4]=[CH:5][CH:6]=2)[N:11]=1. (4) Given the reactants [C:1](O)(=O)C.C=O.C(O[BH-](OC(=O)C)OC(=O)C)(=O)C.[Na+].[CH2:21]([O:28][C:29]1[CH:48]=[CH:47][C:46]([CH:49]2[CH2:54][CH2:53][NH:52][CH2:51][CH2:50]2)=[CH:45][C:30]=1[C:31]([NH:33][C:34]1[CH:43]=[C:42]([Br:44])[CH:41]=[CH:40][C:35]=1[C:36]([O:38][CH3:39])=[O:37])=[O:32])[C:22]1[CH:27]=[CH:26][CH:25]=[CH:24][CH:23]=1, predict the reaction product. The product is: [CH2:21]([O:28][C:29]1[CH:48]=[CH:47][C:46]([CH:49]2[CH2:54][CH2:53][N:52]([CH3:1])[CH2:51][CH2:50]2)=[CH:45][C:30]=1[C:31]([NH:33][C:34]1[CH:43]=[C:42]([Br:44])[CH:41]=[CH:40][C:35]=1[C:36]([O:38][CH3:39])=[O:37])=[O:32])[C:22]1[CH:23]=[CH:24][CH:25]=[CH:26][CH:27]=1.